This data is from Catalyst prediction with 721,799 reactions and 888 catalyst types from USPTO. The task is: Predict which catalyst facilitates the given reaction. Reactant: [C:1]([C:5]1[CH:10]=[CH:9][N:8]=[CH:7][CH:6]=1)([O:3][CH3:4])=[O:2].[CH3:11][I:12]. Product: [I-:12].[CH3:4][O:3][C:1]([C:5]1[CH:10]=[CH:9][N+:8]([CH3:11])=[CH:7][CH:6]=1)=[O:2]. The catalyst class is: 11.